From a dataset of Forward reaction prediction with 1.9M reactions from USPTO patents (1976-2016). Predict the product of the given reaction. (1) Given the reactants [OH:1][C:2]1[CH:7]=[CH:6][C:5]([C:8]([OH:10])=O)=[CH:4][CH:3]=1.CCN=C=N[CH2:16][CH2:17][CH2:18][N:19](C)C.Cl.C1C=C2N=NN(O)C2=CC=1.O.C1(N)CC1, predict the reaction product. The product is: [CH:18]1([NH:19][C:8](=[O:10])[C:5]2[CH:4]=[CH:3][C:2]([OH:1])=[CH:7][CH:6]=2)[CH2:16][CH2:17]1. (2) Given the reactants [F:1][C:2]1[C:7]2[C:8]([C:18](=[O:21])[NH:19][CH3:20])=[C:9]([C:11]3[CH:16]=[CH:15][C:14]([F:17])=[CH:13][CH:12]=3)[O:10][C:6]=2[CH:5]=[C:4]([CH2:22][O:23][CH3:24])[C:3]=1[C:25]1[C:26]([CH3:36])=[CH:27][C:28]([O:34][CH3:35])=[C:29]([CH:33]=1)[C:30](O)=[O:31].C(N(C(C)C)C(C)C)C.Cl.[C:47]12([NH2:52])[CH2:51][CH:49]([CH2:50]1)[CH2:48]2.CN(C(ON1N=NC2C=CC=NC1=2)=[N+](C)C)C.F[P-](F)(F)(F)(F)F, predict the reaction product. The product is: [C:47]12([NH:52][C:30]([C:29]3[C:28]([O:34][CH3:35])=[CH:27][C:26]([CH3:36])=[C:25]([C:3]4[C:4]([CH2:22][O:23][CH3:24])=[CH:5][C:6]5[O:10][C:9]([C:11]6[CH:12]=[CH:13][C:14]([F:17])=[CH:15][CH:16]=6)=[C:8]([C:18]([NH:19][CH3:20])=[O:21])[C:7]=5[C:2]=4[F:1])[CH:33]=3)=[O:31])[CH2:51][CH:49]([CH2:50]1)[CH2:48]2. (3) Given the reactants [CH:1]1([C:6]2[NH:11][C:10](=[O:12])[C:9]([CH:13]([NH:16][C:17](=O)[C:18]([CH3:21])([CH3:20])[CH3:19])[CH2:14][CH3:15])=[N:8][N:7]=2)[CH2:5][CH2:4][CH2:3][CH2:2]1.P(Cl)(Cl)(Cl)=O, predict the reaction product. The product is: [C:18]([C:17]1[N:8]2[C:9]([C:10](=[O:12])[NH:11][C:6]([CH:1]3[CH2:5][CH2:4][CH2:3][CH2:2]3)=[N:7]2)=[C:13]([CH2:14][CH3:15])[N:16]=1)([CH3:21])([CH3:20])[CH3:19]. (4) Given the reactants [CH3:1][C:2]1([C:16]2[CH:21]=[CH:20][CH:19]=[CH:18][CH:17]=2)[S:6][C:5](=S)[N:4]([NH:8][C:9]2[CH:14]=[CH:13][CH:12]=[CH:11][CH:10]=2)[C:3]1=[O:15].C(Cl)Cl.F[B-](F)(F)F.C([O+](CC)CC)C.Cl.[NH2:38][OH:39], predict the reaction product. The product is: [OH:39][N:38]=[C:5]1[N:4]([NH:8][C:9]2[CH:14]=[CH:13][CH:12]=[CH:11][CH:10]=2)[C:3](=[O:15])[C:2]([CH3:1])([C:16]2[CH:21]=[CH:20][CH:19]=[CH:18][CH:17]=2)[S:6]1. (5) Given the reactants C(OC([N:11]1[CH:16]=[CH:15][N:14]([CH2:17][C:18]2([OH:30])[CH2:23][CH2:22][N:21]([C:24]3[CH:29]=[CH:28][N:27]=[CH:26][CH:25]=3)[CH2:20][CH2:19]2)[C:13](=[O:31])[CH2:12]1)=O)C1C=CC=CC=1.[ClH:32], predict the reaction product. The product is: [ClH:32].[OH:30][C:18]1([CH2:17][N:14]2[CH2:15][CH2:16][NH:11][CH2:12][C:13]2=[O:31])[CH2:19][CH2:20][N:21]([C:24]2[CH:25]=[CH:26][N:27]=[CH:28][CH:29]=2)[CH2:22][CH2:23]1. (6) Given the reactants [CH3:1][O:2][C:3]1[CH:4]=[C:5]2[C:10](=[CH:11][CH:12]=1)[N:9]=[CH:8][CH:7]=[CH:6]2.[OH:13]O.[OH-].[Na+], predict the reaction product. The product is: [CH3:1][O:2][C:3]1[CH:4]=[C:5]2[C:10](=[CH:11][CH:12]=1)[N+:9]([O-:13])=[CH:8][CH:7]=[CH:6]2.